Task: Predict which catalyst facilitates the given reaction.. Dataset: Catalyst prediction with 721,799 reactions and 888 catalyst types from USPTO (1) Reactant: [F:1][C:2]1[CH:7]=[CH:6][CH:5]=[C:4]([C:8]2[CH:13]=[CH:12][C:11]([O:14][CH2:15][CH:16]3[CH2:21][CH2:20][N:19]([CH2:22][C:23]([F:26])([CH3:25])[CH3:24])[CH2:18][CH2:17]3)=[CH:10][CH:9]=2)[C:3]=1[C:27]([N:29]1[CH2:33][C@H:32]([OH:34])[CH2:31][C@H:30]1[C:35]([O:37]C)=[O:36])=[O:28].O[Li].O. Product: [F:1][C:2]1[CH:7]=[CH:6][CH:5]=[C:4]([C:8]2[CH:9]=[CH:10][C:11]([O:14][CH2:15][CH:16]3[CH2:21][CH2:20][N:19]([CH2:22][C:23]([F:26])([CH3:25])[CH3:24])[CH2:18][CH2:17]3)=[CH:12][CH:13]=2)[C:3]=1[C:27]([N:29]1[CH2:33][C@H:32]([OH:34])[CH2:31][C@H:30]1[C:35]([OH:37])=[O:36])=[O:28]. The catalyst class is: 1. (2) Reactant: Br[C@@H:2]1[CH2:10][C:9]2[C:4](=[CH:5][CH:6]=[CH:7][CH:8]=2)[C@H:3]1[OH:11].[N-:12]=[N+:13]=[N-:14].[Na+].O. Product: [N:12]([C@H:2]1[CH2:10][C:9]2[C:4](=[CH:5][CH:6]=[CH:7][CH:8]=2)[C@H:3]1[OH:11])=[N+:13]=[N-:14]. The catalyst class is: 3.